Task: Predict the reaction yield, written as a fraction of the theoretical maximum amount of product (1.0 means a 100% yield; for example, 0.34 means a 34% yield).. Dataset: Reaction yield outcomes from USPTO patents with 853,638 reactions (1) The reactants are [NH2:1][C:2]1[CH:6]=[CH:5][S:4][C:3]=1[C:7]([O:9]C)=O.[NH2:11][C:12](N)=[O:13]. The yield is 0.934. The product is [NH:1]1[C:2]2[CH:6]=[CH:5][S:4][C:3]=2[C:7](=[O:9])[NH:11][C:12]1=[O:13]. The catalyst is [OH-].[Na+]. (2) The reactants are [ClH:1].C(OC([NH:9][CH2:10][C:11](=[O:18])[CH2:12][C:13]([O:15][CH2:16][CH3:17])=[O:14])=O)(C)(C)C. The catalyst is C(OCC)(=O)C.C(O)(=O)C. The product is [ClH:1].[NH2:9][CH2:10][C:11](=[O:18])[CH2:12][C:13]([O:15][CH2:16][CH3:17])=[O:14]. The yield is 0.970. (3) The reactants are [C:1]([O:5][C:6](=[O:23])[NH:7][C:8]12[CH2:13][CH:12]1[CH2:11][N:10]([C:14]1[CH:15]=[N:16][C:17]([N+:20]([O-])=O)=[CH:18][CH:19]=1)[CH2:9]2)([CH3:4])([CH3:3])[CH3:2]. The catalyst is CO.C(Cl)Cl.C(OCC)(=O)C.[Pd]. The product is [C:1]([O:5][C:6](=[O:23])[NH:7][C:8]12[CH2:13][CH:12]1[CH2:11][N:10]([C:14]1[CH:15]=[N:16][C:17]([NH2:20])=[CH:18][CH:19]=1)[CH2:9]2)([CH3:4])([CH3:2])[CH3:3]. The yield is 0.880. (4) The yield is 0.580. The reactants are C[O:2][C:3](=[O:14])[CH:4](Br)[C:5]1[CH:10]=[CH:9][C:8]([F:11])=[C:7]([F:12])[CH:6]=1.[CH:15]1([SH:20])[CH2:19][CH2:18][CH2:17][CH2:16]1.[NH2:21][C:22]1[S:23][CH:24]=[CH:25][N:26]=1. The catalyst is C1COCC1. The product is [CH:15]1([S:20][CH:4]([C:5]2[CH:10]=[CH:9][C:8]([F:11])=[C:7]([F:12])[CH:6]=2)[C:3]([OH:2])=[O:14])[CH2:19][CH2:18][CH2:17][CH2:16]1.[CH:15]1([S:20][CH:4]([C:5]2[CH:10]=[CH:9][C:8]([F:11])=[C:7]([F:12])[CH:6]=2)[C:3]([NH:21][C:22]2[S:23][CH:24]=[CH:25][N:26]=2)=[O:14])[CH2:19][CH2:18][CH2:17][CH2:16]1. (5) The reactants are Cl[C:2]1[CH:27]=[CH:26][C:5]([C:6]([NH:8][C:9]2[S:10][C:11]3[C:17]([C:18]4[CH:23]=[CH:22][CH:21]=[CH:20][CH:19]=4)=[CH:16][CH:15]=[C:14]([O:24][CH3:25])[C:12]=3[N:13]=2)=[O:7])=[CH:4][N:3]=1.[NH:28]1[CH2:32][CH2:31][CH2:30][CH2:29]1. The catalyst is O1CCOCC1. The product is [CH3:25][O:24][C:14]1[C:12]2[N:13]=[C:9]([NH:8][C:6](=[O:7])[C:5]3[CH:26]=[CH:27][C:2]([N:28]4[CH2:32][CH2:31][CH2:30][CH2:29]4)=[N:3][CH:4]=3)[S:10][C:11]=2[C:17]([C:18]2[CH:23]=[CH:22][CH:21]=[CH:20][CH:19]=2)=[CH:16][CH:15]=1. The yield is 0.710. (6) The reactants are [NH2:1][C:2]1[N:6]([C:7]2[CH:12]=[CH:11][CH:10]=[CH:9][CH:8]=2)[NH:5][C:4](=[O:13])[C:3]=1[CH3:14].[C:15]1(B(O)O)[CH:20]=[CH:19][CH:18]=[CH:17][CH:16]=1.N1C=CC=CC=1. The catalyst is C([O-])(=O)C.[Cu+2].C([O-])(=O)C.ClCCCl. The product is [CH3:14][C:3]1[C:4]([O:13][C:15]2[CH:20]=[CH:19][CH:18]=[CH:17][CH:16]=2)=[N:5][N:6]([C:7]2[CH:12]=[CH:11][CH:10]=[CH:9][CH:8]=2)[C:2]=1[NH2:1]. The yield is 0.570.